From a dataset of Forward reaction prediction with 1.9M reactions from USPTO patents (1976-2016). Predict the product of the given reaction. (1) Given the reactants [Cl:1][C:2]1[CH:7]=[CH:6][C:5]([C:8]2[N:9]=[C:10]([C:29]3[CH:34]=[CH:33][CH:32]=[CH:31][CH:30]=3)[O:11][C:12]=2[CH2:13][CH2:14][C:15]([NH:17][C:18]2[CH:23]=[CH:22][C:21]([C:24]([O:26]CC)=[O:25])=[CH:20][CH:19]=2)=[O:16])=[CH:4][CH:3]=1.[OH-].[K+].C(O)C.Cl, predict the reaction product. The product is: [Cl:1][C:2]1[CH:3]=[CH:4][C:5]([C:8]2[N:9]=[C:10]([C:29]3[CH:30]=[CH:31][CH:32]=[CH:33][CH:34]=3)[O:11][C:12]=2[CH2:13][CH2:14][C:15]([NH:17][C:18]2[CH:23]=[CH:22][C:21]([C:24]([OH:26])=[O:25])=[CH:20][CH:19]=2)=[O:16])=[CH:6][CH:7]=1. (2) Given the reactants [C:1]([N:4]1[CH2:9][CH2:8][C:7]([C:13]2[CH:18]=[CH:17][C:16]([NH:19][C:20]([C:22]3[NH:23][CH:24]=[C:25]([C:27]#[N:28])[N:26]=3)=[O:21])=[C:15]([C:29]3[CH2:34][CH2:33][C:32]([CH3:36])([CH3:35])[CH2:31][CH:30]=3)[CH:14]=2)([N:10]=[N+]=[N-])[CH2:6][CH2:5]1)(=[O:3])[CH3:2].[C:37]([OH:40])(=[O:39])[CH3:38], predict the reaction product. The product is: [C:37]([OH:40])(=[O:39])[CH3:38].[C:1]([N:4]1[CH2:5][CH2:6][C:7]([C:13]2[CH:18]=[CH:17][C:16]([NH:19][C:20]([C:22]3[NH:23][CH:24]=[C:25]([C:27]#[N:28])[N:26]=3)=[O:21])=[C:15]([C:29]3[CH2:34][CH2:33][C:32]([CH3:36])([CH3:35])[CH2:31][CH:30]=3)[CH:14]=2)([NH2:10])[CH2:8][CH2:9]1)(=[O:3])[CH3:2]. (3) Given the reactants Br[C:2]1[C:14]2[C:13]3[C:8](=[CH:9][CH:10]=[C:11]([F:15])[CH:12]=3)[NH:7][C:6]=2[C:5]([O:16][CH2:17][CH2:18][N:19]([CH3:21])[CH3:20])=[C:4]2[NH:22][C:23]3[CH:24]=[CH:25][C:26]([F:29])=[CH:27][C:28]=3[C:3]=12.[CH3:30][N:31](C=O)C, predict the reaction product. The product is: [CH3:20][N:19]([CH3:21])[CH2:18][CH2:17][O:16][C:5]1[C:6]2[NH:7][C:8]3[C:13](=[CH:12][C:11]([F:15])=[CH:10][CH:9]=3)[C:14]=2[C:2]([C:30]#[N:31])=[C:3]2[C:28]3[CH:27]=[C:26]([F:29])[CH:25]=[CH:24][C:23]=3[NH:22][C:4]=12. (4) The product is: [Si:1]([O:18][CH2:19][C:20]1[C:25]([S:51]([CH3:34])(=[O:54])=[O:52])=[CH:24][C:23]([NH:28][S:29]([CH3:32])(=[O:31])=[O:30])=[C:22]([I:33])[CH:21]=1)([C:14]([CH3:17])([CH3:15])[CH3:16])([C:2]1[CH:7]=[CH:6][CH:5]=[CH:4][CH:3]=1)[C:8]1[CH:13]=[CH:12][CH:11]=[CH:10][CH:9]=1. Given the reactants [Si:1]([O:18][CH2:19][C:20]1[C:25](SC)=[CH:24][C:23]([NH:28][S:29]([CH3:32])(=[O:31])=[O:30])=[C:22]([I:33])[CH:21]=1)([C:14]([CH3:17])([CH3:16])[CH3:15])([C:8]1[CH:13]=[CH:12][CH:11]=[CH:10][CH:9]=1)[C:2]1[CH:7]=[CH:6][CH:5]=[CH:4][CH:3]=1.[CH:34]1C=C(Cl)C=C(C(OO)=O)C=1.C([O-])(O)=O.[Na+].[O-][S:51]([O-:54])(=S)=[O:52].[Na+].[Na+], predict the reaction product. (5) Given the reactants [Br:1][C:2]1[C:3](Cl)=[N:4][CH:5]=[C:6]([CH:21]=1)[C:7]([NH:9][C:10]1[CH:15]=[CH:14][C:13]([O:16][C:17]([F:20])([F:19])[F:18])=[CH:12][CH:11]=1)=[O:8].[CH2:23]([OH:26])[CH2:24][OH:25].C([O-])([O-])=O.[K+].[K+], predict the reaction product. The product is: [Br:1][C:2]1[C:3]([O:25][CH2:24][CH2:23][OH:26])=[N:4][CH:5]=[C:6]([CH:21]=1)[C:7]([NH:9][C:10]1[CH:15]=[CH:14][C:13]([O:16][C:17]([F:20])([F:19])[F:18])=[CH:12][CH:11]=1)=[O:8]. (6) Given the reactants OO.[C:3]([O:21][CH:22]1[CH2:27][C:26]([CH3:29])([CH3:28])[N:25]([OH:30])[C:24]([CH3:32])([CH3:31])[CH2:23]1)(=[O:20])[CH2:4][CH2:5][C:6]([O:8][CH:9]1[CH2:14][C:13]([CH3:16])([CH3:15])[N:12]([OH:17])[C:11]([CH3:19])([CH3:18])[CH2:10]1)=[O:7].S([O-])([O-])=O.[Na+].[Na+].[C:39]([OH:43])([CH3:42])([CH3:41])[CH3:40], predict the reaction product. The product is: [OH:43][C:39]([CH3:42])([CH3:41])[CH2:40][O:17][N:12]1[C:13]([CH3:16])([CH3:15])[CH2:14][CH:9]([O:8][C:6](=[O:7])[CH2:5][CH2:4][C:3]([O:21][CH:22]2[CH2:27][C:26]([CH3:29])([CH3:28])[N:25]([O:30][CH2:40][C:39]([OH:43])([CH3:42])[CH3:41])[C:24]([CH3:32])([CH3:31])[CH2:23]2)=[O:20])[CH2:10][C:11]1([CH3:19])[CH3:18].